Dataset: Catalyst prediction with 721,799 reactions and 888 catalyst types from USPTO. Task: Predict which catalyst facilitates the given reaction. Reactant: [P:1]([OH:4])([OH:3])[OH:2].[CH2:5]([Si:7]([CH2:18][CH3:19])([CH2:16][CH3:17])O[Si:7]([CH2:18][CH3:19])([CH2:16][CH3:17])[CH2:5][CH3:6])[CH3:6]. Product: [PH:1](=[O:4])([O:3][Si:7]([CH2:18][CH3:19])([CH2:16][CH3:17])[CH2:5][CH3:6])[O:2][Si:7]([CH2:16][CH3:17])([CH2:5][CH3:6])[CH2:18][CH3:19]. The catalyst class is: 530.